Dataset: Catalyst prediction with 721,799 reactions and 888 catalyst types from USPTO. Task: Predict which catalyst facilitates the given reaction. (1) Reactant: [H-].[Na+].[SH:3][CH2:4][C:5]([O:7][CH2:8][CH3:9])=[O:6].[Br:10][C:11]1[CH:16]=[CH:15][CH:14]=[C:13]([CH2:17]Br)[N:12]=1. Product: [CH2:8]([O:7][C:5](=[O:6])[CH2:4][S:3][CH2:17][C:13]1[CH:14]=[CH:15][CH:16]=[C:11]([Br:10])[N:12]=1)[CH3:9]. The catalyst class is: 30. (2) Reactant: [H-].[Al+3].[Li+].[H-].[H-].[H-].[F:7][C:8]([F:27])([F:26])[C:9]1[CH:14]=[CH:13][C:12]([N:15]2[CH2:20][CH2:19][N:18]([CH2:21][CH2:22][NH:23][CH:24]=O)[CH2:17][CH2:16]2)=[CH:11][CH:10]=1.[OH-].[Na+].S([O-])([O-])(=O)=O.[Na+].[Na+]. Product: [CH3:24][NH:23][CH2:22][CH2:21][N:18]1[CH2:19][CH2:20][N:15]([C:12]2[CH:13]=[CH:14][C:9]([C:8]([F:27])([F:7])[F:26])=[CH:10][CH:11]=2)[CH2:16][CH2:17]1. The catalyst class is: 20. (3) Reactant: C(=O)([O-])[O-].[Ca+2].[C:6](Cl)(Cl)=[S:7].ClCCl.O.[Cl:14][C:15]1[CH:16]=[C:17]([CH:19]=[CH:20][C:21]=1[C:22]([F:25])([F:24])[F:23])[NH2:18]. Product: [Cl:14][C:15]1[CH:16]=[C:17]([N:18]=[C:6]=[S:7])[CH:19]=[CH:20][C:21]=1[C:22]([F:23])([F:24])[F:25]. The catalyst class is: 33. (4) Reactant: [Cl:1][C:2]1[CH:3]=[CH:4][C:5]2[N:6]([CH:8]=[C:9]([NH:11][C:12](=[O:33])[C:13]3[CH:18]=[CH:17][C:16]([C:19]([CH3:32])([CH3:31])[C:20]([NH:22][CH2:23][CH:24]4[CH2:28][O:27]C(C)(C)[O:25]4)=[O:21])=[CH:15][CH:14]=3)[N:10]=2)[CH:7]=1.O.C1(C)C=CC(S(O)(=O)=O)=CC=1. Product: [Cl:1][C:2]1[CH:3]=[CH:4][C:5]2[N:6]([CH:8]=[C:9]([NH:11][C:12](=[O:33])[C:13]3[CH:14]=[CH:15][C:16]([C:19]([CH3:31])([CH3:32])[C:20]([NH:22][CH2:23][CH:24]([OH:25])[CH2:28][OH:27])=[O:21])=[CH:17][CH:18]=3)[N:10]=2)[CH:7]=1. The catalyst class is: 5. (5) Reactant: [CH2:1]([O:3][P:4]([CH2:9][CH2:10][CH2:11][C:12]([N:14]([CH2:18][C:19]1[CH:20]=[C:21]([CH:54]=[CH:55][CH:56]=1)[C:22]([NH:24][C:25]1[S:26][C:27]2[CH2:53][CH2:52][CH2:51][CH2:50][C:28]=2[C:29]=1[C:30]([NH:32][C:33]1[CH:38]=[CH:37][C:36]([CH2:39][CH2:40][C:41]2[CH:49]=[CH:48][C:44]([C:45]([OH:47])=[O:46])=[CH:43][CH:42]=2)=[CH:35][CH:34]=1)=[O:31])=[O:23])[CH:15]([CH3:17])[CH3:16])=[O:13])([O:6]CC)=[O:5])[CH3:2].Br[Si](C)(C)C.C(Cl)(Cl)Cl. Product: [CH2:1]([O:3][P:4]([CH2:9][CH2:10][CH2:11][C:12]([N:14]([CH2:18][C:19]1[CH:20]=[C:21]([CH:54]=[CH:55][CH:56]=1)[C:22]([NH:24][C:25]1[S:26][C:27]2[CH2:53][CH2:52][CH2:51][CH2:50][C:28]=2[C:29]=1[C:30]([NH:32][C:33]1[CH:34]=[CH:35][C:36]([CH2:39][CH2:40][C:41]2[CH:42]=[CH:43][C:44]([C:45]([OH:47])=[O:46])=[CH:48][CH:49]=2)=[CH:37][CH:38]=1)=[O:31])=[O:23])[CH:15]([CH3:17])[CH3:16])=[O:13])([OH:6])=[O:5])[CH3:2]. The catalyst class is: 6. (6) Reactant: Br[C:2]1[CH:7]=[C:6]([CH2:8][N:9]2[CH2:13][CH2:12][CH2:11][S:10]2(=[O:15])=[O:14])[CH:5]=[CH:4][C:3]=1[C:16]([N:18]1[CH2:23][CH2:22][N:21]([C:24]2[C:29]([CH3:30])=[CH:28][C:27]([CH3:31])=[CH:26][N:25]=2)[CH2:20][CH2:19]1)=[O:17].O.N.[CH3:34][N:35](C)C=O. Product: [CH3:30][C:29]1[C:24]([N:21]2[CH2:22][CH2:23][N:18]([C:16]([C:3]3[CH:4]=[CH:5][C:6]([CH2:8][N:9]4[CH2:13][CH2:12][CH2:11][S:10]4(=[O:15])=[O:14])=[CH:7][C:2]=3[C:34]#[N:35])=[O:17])[CH2:19][CH2:20]2)=[N:25][CH:26]=[C:27]([CH3:31])[CH:28]=1. The catalyst class is: 507.